From a dataset of Reaction yield outcomes from USPTO patents with 853,638 reactions. Predict the reaction yield, written as a fraction of the theoretical maximum amount of product (1.0 means a 100% yield; for example, 0.34 means a 34% yield). The reactants are [CH2:1]([N:8]1[C:17]2[C:12](=[CH:13][C:14]([C:18]([F:21])([F:20])[F:19])=[CH:15][CH:16]=2)[CH2:11][CH:10](C(O)=O)[CH2:9]1)[C:2]1[CH:7]=[CH:6][CH:5]=[CH:4][CH:3]=1.C1(P(N=[N+]=[N-])(C2C=CC=CC=2)=[O:32])C=CC=CC=1.C([N:44]([CH2:47]C)CC)C.[CH2:49]([OH:56])[C:50]1[CH:55]=[CH:54][CH:53]=[CH:52][CH:51]=1. The catalyst is O1CCOCC1. The product is [CH2:1]([N:8]1[C:17]2[C:12](=[CH:13][C:14]([C:18]([F:19])([F:20])[F:21])=[CH:15][CH:16]=2)[CH2:11][CH:10]([NH:44][C:47](=[O:32])[O:56][CH2:49][C:50]2[CH:55]=[CH:54][CH:53]=[CH:52][CH:51]=2)[CH2:9]1)[C:2]1[CH:3]=[CH:4][CH:5]=[CH:6][CH:7]=1. The yield is 0.860.